Dataset: Peptide-MHC class II binding affinity with 134,281 pairs from IEDB. Task: Regression. Given a peptide amino acid sequence and an MHC pseudo amino acid sequence, predict their binding affinity value. This is MHC class II binding data. (1) The binding affinity (normalized) is 0.557. The peptide sequence is KRQGPKQMLVGGVVL. The MHC is DRB1_0701 with pseudo-sequence DRB1_0701. (2) The peptide sequence is AMKVAATAANAAPAN. The MHC is DRB1_0802 with pseudo-sequence DRB1_0802. The binding affinity (normalized) is 0.506. (3) The peptide sequence is INEPAAAAIAYGLDR. The MHC is HLA-DQA10401-DQB10402 with pseudo-sequence HLA-DQA10401-DQB10402. The binding affinity (normalized) is 0.535. (4) The peptide sequence is PAKNIYSFNEIVALW. The MHC is HLA-DQA10201-DQB10202 with pseudo-sequence HLA-DQA10201-DQB10202. The binding affinity (normalized) is 0.292. (5) The peptide sequence is YRVNRYTKSAHQKGE. The MHC is DRB1_0701 with pseudo-sequence DRB1_0701. The binding affinity (normalized) is 0.368. (6) The binding affinity (normalized) is 0.516. The MHC is DRB1_0901 with pseudo-sequence DRB1_0901. The peptide sequence is VIPAGELQVIEKVDAAFKVA.